From a dataset of Full USPTO retrosynthesis dataset with 1.9M reactions from patents (1976-2016). Predict the reactants needed to synthesize the given product. Given the product [N+:19]([C:18]1[CH:17]=[CH:16][CH:15]=[C:14]([O:22][Si:2]([CH:9]([CH3:11])[CH3:10])([CH:6]([CH3:8])[CH3:7])[CH:3]([CH3:5])[CH3:4])[C:13]=1[NH2:12])([O-:21])=[O:20], predict the reactants needed to synthesize it. The reactants are: Cl[Si:2]([CH:9]([CH3:11])[CH3:10])([CH:6]([CH3:8])[CH3:7])[CH:3]([CH3:5])[CH3:4].[NH2:12][C:13]1[C:18]([N+:19]([O-:21])=[O:20])=[CH:17][CH:16]=[CH:15][C:14]=1[OH:22].N1C=CN=C1.